This data is from Reaction yield outcomes from USPTO patents with 853,638 reactions. The task is: Predict the reaction yield, written as a fraction of the theoretical maximum amount of product (1.0 means a 100% yield; for example, 0.34 means a 34% yield). The reactants are Br[C:2]1[N:7]=[N:6][C:5]([NH2:8])=[N:4][C:3]=1[C:9]1[CH:14]=[CH:13][CH:12]=[CH:11][CH:10]=1.[Cl:15][C:16]1[CH:17]=[C:18](B(O)O)[CH:19]=[C:20]([Cl:22])[CH:21]=1. No catalyst specified. The product is [Cl:15][C:16]1[CH:17]=[C:18]([C:2]2[N:7]=[N:6][C:5]([NH2:8])=[N:4][C:3]=2[C:9]2[CH:14]=[CH:13][CH:12]=[CH:11][CH:10]=2)[CH:19]=[C:20]([Cl:22])[CH:21]=1. The yield is 0.340.